From a dataset of Reaction yield outcomes from USPTO patents with 853,638 reactions. Predict the reaction yield, written as a fraction of the theoretical maximum amount of product (1.0 means a 100% yield; for example, 0.34 means a 34% yield). The reactants are [CH2:1]([O:8][C:9](=[O:28])[NH:10][C@@H:11]([CH3:27])[CH2:12][N:13]1[C:21]2[C:16](=[CH:17][CH:18]=[C:19]3[O:24][C:23]([CH2:25][NH2:26])=[CH:22][C:20]3=2)[CH:15]=[N:14]1)[C:2]1[CH:7]=[CH:6][CH:5]=[CH:4][CH:3]=1.C(N(CC)CC)C.[C:36]([NH:39][C:40]1[CH:49]=[CH:48][C:43]([S:44](Cl)(=[O:46])=[O:45])=[CH:42][CH:41]=1)(=[O:38])[CH3:37].C(=O)(O)[O-].[Na+]. The catalyst is C1COCC1.O. The product is [CH2:1]([O:8][C:9](=[O:28])[NH:10][C@@H:11]([CH3:27])[CH2:12][N:13]1[C:21]2[C:16](=[CH:17][CH:18]=[C:19]3[O:24][C:23]([CH2:25][NH:26][S:44]([C:43]4[CH:42]=[CH:41][C:40]([NH:39][C:36](=[O:38])[CH3:37])=[CH:49][CH:48]=4)(=[O:46])=[O:45])=[CH:22][C:20]3=2)[CH:15]=[N:14]1)[C:2]1[CH:7]=[CH:6][CH:5]=[CH:4][CH:3]=1. The yield is 0.660.